This data is from Forward reaction prediction with 1.9M reactions from USPTO patents (1976-2016). The task is: Predict the product of the given reaction. Given the reactants [CH3:1][O:2][C:3]1[CH:4]=[C:5]([CH:25]=[CH:26][C:27]=1[O:28][CH3:29])[O:6][CH2:7][C:8]1[O:12][C:11]([C@@H:13]2[CH2:17][CH2:16][CH2:15][N:14]2C(OC(C)(C)C)=O)=[N:10][CH:9]=1.Cl.CCOC(C)=O.[OH-].[Na+], predict the reaction product. The product is: [CH3:1][O:2][C:3]1[CH:4]=[C:5]([CH:25]=[CH:26][C:27]=1[O:28][CH3:29])[O:6][CH2:7][C:8]1[O:12][C:11]([C@@H:13]2[CH2:17][CH2:16][CH2:15][NH:14]2)=[N:10][CH:9]=1.